This data is from Full USPTO retrosynthesis dataset with 1.9M reactions from patents (1976-2016). The task is: Predict the reactants needed to synthesize the given product. (1) Given the product [OH:44][C:37]1([C:5]2[CH:6]=[CH:7][C:8]3[C:3](=[CH:12][CH:13]=[CH:14][CH:15]=3)[CH:4]=2)[C:38]2[C:43](=[CH:42][CH:41]=[CH:40][CH:39]=2)[N:35]([CH2:34][C:33]2[CH:32]=[CH:31][C:30]([O:29][CH3:28])=[CH:47][CH:46]=2)[C:36]1=[O:45], predict the reactants needed to synthesize it. The reactants are: C1O[C:8]2[C:3](=[CH:4][CH:5]=[C-:6][CH:7]=2)O1.[Mg+2].[Br-].[CH2:12](N1C2C(=CC=CC=2)C(=O)C1=O)[CH2:13][CH2:14][CH2:15]C.[CH3:28][O:29][C:30]1[CH:47]=[CH:46][C:33]([CH2:34][N:35]2[C:43]3[C:38](=[CH:39][CH:40]=[CH:41][CH:42]=3)[C:37](=[O:44])[C:36]2=[O:45])=[CH:32][CH:31]=1. (2) Given the product [NH2:13][C:12]1[CH:11]=[CH:10][C:9]([OH:16])=[CH:8][C:7]=1[N:4]1[CH2:3][CH2:2][O:1][CH2:6][CH2:5]1, predict the reactants needed to synthesize it. The reactants are: [O:1]1[CH2:6][CH2:5][N:4]([C:7]2[CH:8]=[C:9]([OH:16])[CH:10]=[CH:11][C:12]=2[N+:13]([O-])=O)[CH2:3][CH2:2]1.[H][H]. (3) The reactants are: [CH3:1][O:2][C:3]1[CH:8]=[C:7]([N:9]2[CH2:14][CH2:13][N:12]([CH3:15])[CH2:11][CH2:10]2)[C:6]([N+:16]([O-])=O)=[CH:5][C:4]=1[NH:19][C:20]1[N:25]=[C:24]([C:26]2[C:34]3[C:29](=[CH:30][CH:31]=[CH:32][CH:33]=3)[N:28]([CH3:35])[CH:27]=2)[CH:23]=[CH:22][N:21]=1.[NH4+].[Cl-]. Given the product [CH3:1][O:2][C:3]1[CH:8]=[C:7]([N:9]2[CH2:14][CH2:13][N:12]([CH3:15])[CH2:11][CH2:10]2)[C:6]([NH2:16])=[CH:5][C:4]=1[NH:19][C:20]1[N:25]=[C:24]([C:26]2[C:34]3[C:29](=[CH:30][CH:31]=[CH:32][CH:33]=3)[N:28]([CH3:35])[CH:27]=2)[CH:23]=[CH:22][N:21]=1, predict the reactants needed to synthesize it. (4) Given the product [CH:4]1[C:3]2[C:2](=[CH:15][C:14]3[C:19]([C:18]=2[C:10]2[C:19]4[C:14](=[CH:15][CH:16]=[CH:17][CH:18]=4)[C:13]([C:33]4[C:34]5[C:25]([CH:26]=[C:27]6[C:32]=4[CH:31]=[CH:30][CH:29]=[CH:28]6)=[CH:24][CH:23]=[CH:22][CH:21]=5)=[CH:12][CH:11]=2)=[CH:10][CH:11]=[CH:12][CH:13]=3)[CH:7]=[CH:6][CH:5]=1, predict the reactants needed to synthesize it. The reactants are: Br[C:2]1[CH:7]=[CH:6][CH:5]=[CH:4][C:3]=1Br.Br[C:10]1[C:19]2[C:14](=[CH:15][CH:16]=[CH:17][CH:18]=2)[C:13](Br)=[CH:12][CH:11]=1.[CH:21]1[C:34]2[C:25](=[CH:26][C:27]3[C:32]([C:33]=2B(O)O)=[CH:31][CH:30]=[CH:29][CH:28]=3)[CH:24]=[CH:23][CH:22]=1. (5) The reactants are: C(OC(=O)CN1C2C=CC=CC=2N(CC2N(CCC(C)C)C3C=CC(C(=N)N)=CC=3N=2)C1=O)(C)(C)C.O[NH:38][C:39]([C:41]1[CH:68]=[CH:67][C:44]2=[N:45][N:46]([CH2:48][C:49]3[N:53]([CH2:54][CH2:55][CH:56]([CH3:58])[CH3:57])[C:52]4[CH:59]=[CH:60][C:61]([C:63](=[NH:66])[NH:64]O)=[CH:62][C:51]=4[N:50]=3)[N:47]=[C:43]2[CH:42]=1)=[NH:40]. Given the product [C:63]([C:61]1[CH:60]=[CH:59][C:52]2[N:53]([CH2:54][CH2:55][CH:56]([CH3:57])[CH3:58])[C:49]([CH2:48][N:46]3[N:45]=[C:44]4[CH:67]=[CH:68][C:41]([C:39]([NH2:40])=[NH:38])=[CH:42][C:43]4=[N:47]3)=[N:50][C:51]=2[CH:62]=1)(=[NH:64])[NH2:66], predict the reactants needed to synthesize it. (6) Given the product [CH2:27]([O:26][C:12]1[CH:13]=[C:14]([CH2:24][OH:25])[C:15]([O:17][CH2:18][CH2:19][CH2:20][CH2:21][CH2:22][CH3:23])=[CH:16][C:11]=1[CH:9]=[O:10])[CH2:28][CH2:29][CH2:30][CH2:31][CH3:32], predict the reactants needed to synthesize it. The reactants are: CC1C2N=[C:9]([C:11]3[CH:16]=[C:15]([O:17][CH2:18][CH2:19][CH2:20][CH2:21][CH2:22][CH3:23])[C:14]([CH2:24][OH:25])=[CH:13][C:12]=3[O:26][CH2:27][CH2:28][CH2:29][CH2:30][CH2:31][CH3:32])[O:10]C=2C=CC=1.C1C=CC(N=NC2C=CC(N)=NC=2N)=CC=1.Cl.[Cr](Cl)([O-])(=O)=O.CCOCC. (7) The reactants are: [F-].[Cs+].[Si]([O:20][C@H:21]1[C:30]2[C:25](=[CH:26][CH:27]=[CH:28][CH:29]=2)[C@H:24]([N:31]2[C:39](=[O:40])[NH:38][C:37]3[C:32]2=[N:33][C:34]([C:41]2[N:45]4[CH:46]=[C:47]([F:50])[CH:48]=[CH:49][C:44]4=[N:43][CH:42]=2)=[N:35][CH:36]=3)[CH2:23][CH2:22]1)(C(C)(C)C)(C1C=CC=CC=1)C1C=CC=CC=1. Given the product [F:50][C:47]1[CH:48]=[CH:49][C:44]2[N:45]([C:41]([C:34]3[N:33]=[C:32]4[C:37]([NH:38][C:39](=[O:40])[N:31]4[C@H:24]4[C:25]5[C:30](=[CH:29][CH:28]=[CH:27][CH:26]=5)[C@H:21]([OH:20])[CH2:22][CH2:23]4)=[CH:36][N:35]=3)=[CH:42][N:43]=2)[CH:46]=1, predict the reactants needed to synthesize it.